This data is from Full USPTO retrosynthesis dataset with 1.9M reactions from patents (1976-2016). The task is: Predict the reactants needed to synthesize the given product. Given the product [CH2:1]([O:4][C:5]1[CH:6]=[C:7]([CH:10]=[CH:11][C:12]=1[O:13][CH3:14])[CH2:8][Br:16])[CH2:2][CH3:3], predict the reactants needed to synthesize it. The reactants are: [CH2:1]([O:4][C:5]1[CH:6]=[C:7]([CH:10]=[CH:11][C:12]=1[O:13][CH3:14])[CH2:8]O)[CH2:2][CH3:3].P(Br)(Br)[Br:16].